From a dataset of Reaction yield outcomes from USPTO patents with 853,638 reactions. Predict the reaction yield, written as a fraction of the theoretical maximum amount of product (1.0 means a 100% yield; for example, 0.34 means a 34% yield). The reactants are F[C@@H]1CN[C@H](C(O)=O)C1.O.[C:11]1([CH3:21])[CH:16]=[CH:15][C:14]([S:17]([OH:20])(=[O:19])=[O:18])=[CH:13][CH:12]=1.C(O)C1C=CC=CC=1. The catalyst is C1(C)C=CC=CC=1. The product is [CH3:21][C:11]1[CH:16]=[CH:15][C:14]([S:17]([OH:20])(=[O:19])=[O:18])=[CH:13][CH:12]=1. The yield is 0.860.